Dataset: Cav3 T-type calcium channel HTS with 100,875 compounds. Task: Binary Classification. Given a drug SMILES string, predict its activity (active/inactive) in a high-throughput screening assay against a specified biological target. (1) The compound is Brc1oc(C(=O)Nc2ccc(N3CCN(CC3)C(=O)c3ccccc3)cc2)cc1. The result is 0 (inactive). (2) The molecule is S1C(C(=O)N(CC(=O)NCCC=2CCCCC2)c2c1cccc2)CC. The result is 1 (active).